This data is from Catalyst prediction with 721,799 reactions and 888 catalyst types from USPTO. The task is: Predict which catalyst facilitates the given reaction. (1) Reactant: [Cl:1][C:2]1[C:3]2[N:11]([C:12]3[C:17]([F:18])=[CH:16][CH:15]=[CH:14][C:13]=3[F:19])[N:10]=[C:9]([C:20]3[CH:25]=[CH:24][C:23]([N:26]4[CH2:31][CH2:30][O:29][CH2:28][CH2:27]4)=[CH:22][CH:21]=3)[C:4]=2[C:5](=[O:8])[NH:6][CH:7]=1.Cl. Product: [ClH:1].[Cl:1][C:2]1[C:3]2[N:11]([C:12]3[C:17]([F:18])=[CH:16][CH:15]=[CH:14][C:13]=3[F:19])[N:10]=[C:9]([C:20]3[CH:21]=[CH:22][C:23]([N:26]4[CH2:27][CH2:28][O:29][CH2:30][CH2:31]4)=[CH:24][CH:25]=3)[C:4]=2[C:5](=[O:8])[NH:6][CH:7]=1. The catalyst class is: 8. (2) Reactant: [Cl:1][C:2]1[CH:3]=[C:4]([CH:16]=[CH:17][CH:18]=1)/[CH:5]=[C:6]1\[C:7](=[O:15])[NH:8][C:9]2[C:14]\1=[CH:13][CH:12]=[CH:11][CH:10]=2.[F:19][C:20]1[CH:21]=[CH:22][C:23]([CH3:35])=[C:24]([CH:26]=[N:27][C:28]([O:30][Si](C)(C)C)=[CH2:29])[CH:25]=1. Product: [Cl:1][C:2]1[CH:3]=[C:4]([CH:5]2[CH2:29][C:28](=[O:30])[NH:27][CH:26]([C:24]3[CH:25]=[C:20]([F:19])[CH:21]=[CH:22][C:23]=3[CH3:35])[C:6]32[C:14]2[C:9](=[CH:10][CH:11]=[CH:12][CH:13]=2)[NH:8][C:7]3=[O:15])[CH:16]=[CH:17][CH:18]=1. The catalyst class is: 11.